This data is from Catalyst prediction with 721,799 reactions and 888 catalyst types from USPTO. The task is: Predict which catalyst facilitates the given reaction. (1) Reactant: [Br:1][C:2]1[CH:3]=[C:4]([N+:18]([O-:20])=[O:19])[C:5]([NH:13][C:14](=O)[CH2:15][Cl:16])=[C:6]([NH:8]C(=O)CCl)[CH:7]=1.O.C(=O)([O-])O.[Na+]. Product: [Br:1][C:2]1[CH:3]=[C:4]([N+:18]([O-:20])=[O:19])[C:5]2[N:13]=[C:14]([CH2:15][Cl:16])[NH:8][C:6]=2[CH:7]=1. The catalyst class is: 502. (2) Reactant: C([N:4]1[C:12]2[C:7](=[CH:8][CH:9]=[C:10]([C:13]([C:18]3[C:26]4[C:21](=[C:22]([NH:27][S:28]([CH3:31])(=[O:30])=[O:29])[CH:23]=[CH:24][CH:25]=4)[NH:20][CH:19]=3)([CH2:16][CH3:17])[CH2:14][CH3:15])[CH:11]=2)[CH:6]=[CH:5]1)(=O)C.CO.C1COCC1.O.[Li+].[OH-]. Product: [CH2:14]([C:13]([C:18]1[C:26]2[C:21](=[C:22]([NH:27][S:28]([CH3:31])(=[O:29])=[O:30])[CH:23]=[CH:24][CH:25]=2)[NH:20][CH:19]=1)([C:10]1[CH:11]=[C:12]2[C:7]([CH:6]=[CH:5][NH:4]2)=[CH:8][CH:9]=1)[CH2:16][CH3:17])[CH3:15]. The catalyst class is: 6. (3) Reactant: [N+:1]([C:4]1[CH:13]=[CH:12][CH:11]=[C:10]2[C:5]=1[CH:6]=[CH:7][N:8]=[C:9]2[NH:14][C:15]1[CH:20]=[CH:19][C:18]([C:21]([F:24])([F:23])[F:22])=[CH:17][CH:16]=1)([O-])=O.[NH4+].[Cl-]. Product: [F:24][C:21]([F:22])([F:23])[C:18]1[CH:17]=[CH:16][C:15]([NH:14][C:9]2[C:10]3[CH:11]=[CH:12][CH:13]=[C:4]([NH2:1])[C:5]=3[CH:6]=[CH:7][N:8]=2)=[CH:20][CH:19]=1. The catalyst class is: 190.